Dataset: Forward reaction prediction with 1.9M reactions from USPTO patents (1976-2016). Task: Predict the product of the given reaction. (1) Given the reactants [CH3:1][O:2][C:3]([C@H:5]1[CH2:10][CH2:9][CH2:8][C:7](=[O:11])[N:6]1[C:12]([O:14][C:15]([CH3:18])([CH3:17])[CH3:16])=[O:13])=[O:4].[F:19][C:20]1[CH:21]=[C:22]([Mg]Br)[CH:23]=[C:24]([F:27])[C:25]=1[F:26].[Cl-].[NH4+].C(OCC)(=O)C, predict the reaction product. The product is: [C:15]([O:14][C:12]([NH:6][C@H:5]([CH2:10][CH2:9][CH2:8][C:7](=[O:11])[C:22]1[CH:21]=[C:20]([F:19])[C:25]([F:26])=[C:24]([F:27])[CH:23]=1)[C:3]([O:2][CH3:1])=[O:4])=[O:13])([CH3:18])([CH3:17])[CH3:16]. (2) Given the reactants O[C:2]1([C:13]2[S:14][C:15]([C:18]3[CH:23]=[C:22]([NH:24][C:25]4[N:30]=[C:29]([C:31]([F:34])([F:33])[F:32])[CH:28]=[CH:27][N:26]=4)[CH:21]=[C:20]([CH3:35])[CH:19]=3)=[CH:16][N:17]=2)[CH2:7][CH2:6][CH:5]([C:8]([O:10][CH2:11][CH3:12])=[O:9])[CH2:4][CH2:3]1.CS(O)(=O)=O.O=P12OP3(OP(OP(O3)(O1)=O)(=O)O2)=O.C(=O)(O)[O-].[Na+], predict the reaction product. The product is: [CH3:35][C:20]1[CH:19]=[C:18]([C:15]2[S:14][C:13]([C:2]3[CH2:7][CH2:6][CH:5]([C:8]([O:10][CH2:11][CH3:12])=[O:9])[CH2:4][CH:3]=3)=[N:17][CH:16]=2)[CH:23]=[C:22]([NH:24][C:25]2[N:30]=[C:29]([C:31]([F:34])([F:33])[F:32])[CH:28]=[CH:27][N:26]=2)[CH:21]=1. (3) Given the reactants [OH-].[Na+].[Br:3][C:4]1[CH:9]=[CH:8][C:7]([OH:10])=[C:6]([F:11])[C:5]=1[F:12].Br[CH2:14][CH3:15], predict the reaction product. The product is: [CH2:14]([O:10][C:7]1[CH:8]=[CH:9][C:4]([Br:3])=[C:5]([F:12])[C:6]=1[F:11])[CH3:15]. (4) The product is: [Br:8][C:19]1[CH:18]=[CH:17][C:16]([O:20][CH2:21][C:22]2[CH:27]=[CH:26][CH:25]=[CH:24][CH:23]=2)=[CH:15][C:14]=1[CH:9]1[CH2:10][CH2:11][CH2:12][CH2:13]1. Given the reactants C1C(=O)N([Br:8])C(=O)C1.[CH:9]1([C:14]2[CH:19]=[CH:18][CH:17]=[C:16]([O:20][CH2:21][C:22]3[CH:27]=[CH:26][CH:25]=[CH:24][CH:23]=3)[CH:15]=2)[CH2:13][CH2:12][CH2:11][CH2:10]1, predict the reaction product. (5) Given the reactants [OH:1][C@:2]1([CH3:24])[CH2:19][CH2:18][C@@:17]2([CH3:20])[C@@H:4]([CH2:5][CH2:6][C@@H:7]3[C@@H:16]2[CH2:15][CH2:14][C@@:12]2([CH3:13])[C@H:8]3[CH2:9][CH2:10][C@@H:11]2[CH:21]=[N:22][OH:23])[CH2:3]1.ClN1C(=O)CCC1=O.[CH3:33][C@H:34]([OH:37])[C:35]#[CH:36].C(N(CC)C(C)C)(C)C, predict the reaction product. The product is: [OH:1][C@:2]1([CH3:24])[CH2:19][CH2:18][C@@:17]2([CH3:20])[C@@H:4]([CH2:5][CH2:6][C@@H:7]3[C@@H:16]2[CH2:15][CH2:14][C@@:12]2([CH3:13])[C@H:8]3[CH2:9][CH2:10][C@@H:11]2[C:21]2[CH:36]=[C:35]([C@@H:34]([OH:37])[CH3:33])[O:23][N:22]=2)[CH2:3]1. (6) Given the reactants Cl[Si:2]([CH3:20])([CH3:19])[CH:3]1[C:11]2[C:6](=[C:7]([C:12]3[CH:17]=[CH:16][CH:15]=[CH:14][CH:13]=3)[CH:8]=[CH:9][CH:10]=2)[CH:5]=[C:4]1[CH3:18].[CH3:21][C:22]1[CH-:26][C:25]([CH3:27])=[C:24]([CH3:28])[C:23]=1[CH3:29].[Na+], predict the reaction product. The product is: [CH3:19][Si:2]([CH3:20])([CH:3]1[C:11]2[C:6](=[C:7]([C:12]3[CH:17]=[CH:16][CH:15]=[CH:14][CH:13]=3)[CH:8]=[CH:9][CH:10]=2)[CH:5]=[C:4]1[CH3:18])[C:26]1[CH:25]([CH3:27])[C:24]([CH3:28])=[C:23]([CH3:29])[C:22]=1[CH3:21]. (7) The product is: [CH3:1][CH:2]1[CH2:3][CH2:4][CH:5]([CH2:8][C:9]([NH:12][C@@H:13]2[C@H:17]3[O:18][CH2:19][C@H:20]([NH:21][C:22]([CH:24]4[CH2:25][CH2:26]4)=[O:23])[C@H:16]3[O:15][CH2:14]2)=[O:11])[CH2:6][CH2:7]1. Given the reactants [CH3:1][CH:2]1[CH2:7][CH2:6][CH:5]([CH2:8][C:9]([OH:11])=O)[CH2:4][CH2:3]1.[NH2:12][C@@H:13]1[C@H:17]2[O:18][CH2:19][C@H:20]([NH:21][C:22]([CH:24]3[CH2:26][CH2:25]3)=[O:23])[C@H:16]2[O:15][CH2:14]1, predict the reaction product. (8) Given the reactants [O:1]1[C:5]2[CH:6]=[CH:7][C:8]([CH2:10][C:11](=[N:13][NH:14][C:15](=[S:17])[NH2:16])[CH3:12])=[CH:9][C:4]=2[O:3][CH2:2]1.Br[CH2:19][C:20]([C:22]1[CH:27]=[CH:26][CH:25]=[C:24]([N+:28]([O-:30])=[O:29])[CH:23]=1)=O, predict the reaction product. The product is: [O:1]1[C:5]2[CH:6]=[CH:7][C:8]([CH2:10][C:11](=[N:13][NH:14][C:15]3[S:17][CH:19]=[C:20]([C:22]4[CH:27]=[CH:26][CH:25]=[C:24]([N+:28]([O-:30])=[O:29])[CH:23]=4)[N:16]=3)[CH3:12])=[CH:9][C:4]=2[O:3][CH2:2]1.